This data is from Forward reaction prediction with 1.9M reactions from USPTO patents (1976-2016). The task is: Predict the product of the given reaction. (1) Given the reactants [C:1]([O:5][C:6]([N:8]1[CH2:11][CH:10](/[CH:12]=[CH:13]/[C:14](=[O:45])[N:15]([CH3:44])[C@@H:16]([C:28](=[O:43])[N:29]([CH3:42])[C@@H:30]([C:38](=[O:41])[NH:39][CH3:40])[CH2:31][C:32]2[CH:37]=[CH:36][CH:35]=[CH:34][CH:33]=2)[CH2:17][C:18]2[CH:27]=[CH:26][C:25]3[C:20](=[CH:21][CH:22]=[CH:23][CH:24]=3)[CH:19]=2)[CH2:9]1)=[O:7])([CH3:4])([CH3:3])[CH3:2].FC(F)(F)C(O)=O.C(=O)([O-])O.[Na+].C(=O)([O-])[O-].[Na+].[Na+].C(=O)([O-])[O-].[Na+].[Na+], predict the reaction product. The product is: [C:1]([O:5][C:6]([N:8]1[CH2:9][CH:10]([CH:12]=[CH:13][C:14](=[O:45])[N:15]([CH3:44])[C@@H:16]([C:28](=[O:43])[N:29]([CH3:42])[C@@H:30]([C:38](=[O:41])[NH:39][CH3:40])[CH2:31][C:32]2[CH:33]=[CH:34][CH:35]=[CH:36][CH:37]=2)[CH2:17][C:18]2[CH:27]=[CH:26][C:25]3[C:20](=[CH:21][CH:22]=[CH:23][CH:24]=3)[CH:19]=2)[CH2:11]1)=[O:7])([CH3:4])([CH3:3])[CH3:2]. (2) Given the reactants [Br:1][C:2]1[CH:3]=[CH:4][C:5]([N:8]2[CH:12]=[C:11]([CH2:13][CH2:14][CH2:15][OH:16])[C:10]([CH:17]([CH3:19])[CH3:18])=[N:9]2)=[N:6][CH:7]=1.[CH2:20]([C:22]1[C:23](O)=[C:24]([CH2:28][C:29]([O:31][CH3:32])=[O:30])[CH:25]=[CH:26][CH:27]=1)[CH3:21].C(P(CCCC)CCCC)CCC.N(C(N1CCCCC1)=O)=NC(N1CCCCC1)=O, predict the reaction product. The product is: [Br:1][C:2]1[CH:3]=[CH:4][C:5]([N:8]2[CH:12]=[C:11]([CH2:13][CH2:14][CH2:15][O:16][C:23]3[C:22]([CH2:20][CH3:21])=[CH:27][CH:26]=[CH:25][C:24]=3[CH2:28][C:29]([O:31][CH3:32])=[O:30])[C:10]([CH:17]([CH3:19])[CH3:18])=[N:9]2)=[N:6][CH:7]=1. (3) Given the reactants [NH2:1][C:2]1[N:7]=[CH:6][C:5]([O:8][C:9]2[CH:10]=[CH:11][C:12]([CH3:25])=[C:13]([NH:15][C:16]([C:18]3[N:22]([CH3:23])[N:21]=[C:20]([CH3:24])[CH:19]=3)=[O:17])[CH:14]=2)=[CH:4][CH:3]=1.[C:26]1([CH3:36])[CH:31]=[CH:30][C:29]([S:32](Cl)(=[O:34])=[O:33])=[CH:28][CH:27]=1, predict the reaction product. The product is: [CH3:23][N:22]1[C:18]([C:16]([NH:15][C:13]2[CH:14]=[C:9]([O:8][C:5]3[CH:6]=[N:7][C:2]([NH:1][S:32]([C:29]4[CH:30]=[CH:31][C:26]([CH3:36])=[CH:27][CH:28]=4)(=[O:34])=[O:33])=[CH:3][CH:4]=3)[CH:10]=[CH:11][C:12]=2[CH3:25])=[O:17])=[CH:19][C:20]([CH3:24])=[N:21]1. (4) Given the reactants [Cl:1][C:2]1[C:3]([N:16]([CH:18]2[CH2:23][CH2:22][NH:21][CH2:20][CH:19]2[CH2:24][CH3:25])[CH3:17])=[N:4][C:5]([NH:8][C:9]2[CH:13]=[C:12]([CH3:14])[N:11]([CH3:15])[N:10]=2)=[N:6][CH:7]=1.Cl[C:27]1[N:32]=[CH:31][C:30]([C:33]#[N:34])=[CH:29][CH:28]=1, predict the reaction product. The product is: [Cl:1][C:2]1[C:3]([N:16]([CH3:17])[CH:18]2[CH2:23][CH2:22][N:21]([C:27]3[CH:28]=[CH:29][C:30]([C:33]#[N:34])=[CH:31][N:32]=3)[CH2:20][CH:19]2[CH2:24][CH3:25])=[N:4][C:5]([NH:8][C:9]2[CH:13]=[C:12]([CH3:14])[N:11]([CH3:15])[N:10]=2)=[N:6][CH:7]=1. (5) Given the reactants [NH:1]1[CH2:6][CH2:5][CH2:4][CH2:3][C:2]1=[O:7].[H-].[Na+].Cl[CH2:11][CH2:12][CH2:13][CH2:14][CH2:15][O:16][C:17]1[CH:22]=[CH:21][CH:20]=[CH:19][C:18]=1/[CH:23]=[CH:24]/[CH:25]([CH2:38][C:39]1[CH:44]=[CH:43][C:42]([C:45]([O:47]C)=[O:46])=[CH:41][CH:40]=1)[CH2:26][CH2:27][C:28]1[CH:37]=[CH:36][C:31]([C:32]([O:34]C)=[O:33])=[CH:30][CH:29]=1.[Cl-].[NH4+], predict the reaction product. The product is: [C:45]([C:42]1[CH:41]=[CH:40][C:39]([CH2:38][CH:25](/[CH:24]=[CH:23]/[C:18]2[CH:19]=[CH:20][CH:21]=[CH:22][C:17]=2[O:16][CH2:15][CH2:14][CH2:13][CH2:12][CH2:11][N:1]2[CH2:6][CH2:5][CH2:4][CH2:3][C:2]2=[O:7])[CH2:26][CH2:27][C:28]2[CH:37]=[CH:36][C:31]([C:32]([OH:34])=[O:33])=[CH:30][CH:29]=2)=[CH:44][CH:43]=1)([OH:47])=[O:46]. (6) Given the reactants Cl.[Br:2][C:3]1[CH:20]=[C:19](/[CH:21]=[CH:22]/[CH:23]([C:28]2[CH:33]=[C:32]([Cl:34])[C:31]([Cl:35])=[C:30]([Cl:36])[CH:29]=2)[C:24]([F:27])([F:26])[F:25])[CH:18]=[CH:17][C:4]=1[C:5]([NH:7][N:8](C)[C:9](OC(C)(C)C)=O)=[O:6], predict the reaction product. The product is: [Br:2][C:3]1[CH:20]=[C:19](/[CH:21]=[CH:22]/[CH:23]([C:28]2[CH:29]=[C:30]([Cl:36])[C:31]([Cl:35])=[C:32]([Cl:34])[CH:33]=2)[C:24]([F:26])([F:27])[F:25])[CH:18]=[CH:17][C:4]=1[C:5]([NH:7][NH:8][CH3:9])=[O:6]. (7) Given the reactants [CH2:1]([O:8][C:9]1[C:14](=[O:15])[N:13]=[C:12]([CH2:16][C:17]2[C:22]([Cl:23])=[CH:21][CH:20]=[CH:19][C:18]=2[Cl:24])[NH:11][C:10]=1[C:25]([OH:27])=O)[C:2]1[CH:7]=[CH:6][CH:5]=[CH:4][CH:3]=1.[Si:28]([O:35][CH2:36][CH2:37][NH:38][CH:39]([CH3:41])[CH3:40])([C:31]([CH3:34])([CH3:33])[CH3:32])([CH3:30])[CH3:29].O=P(Cl)(Cl)Cl, predict the reaction product. The product is: [Si:28]([O:35][CH2:36][CH2:37][N:38]([CH:39]([CH3:41])[CH3:40])[C:25]([C:10]1[NH:11][C:12]([CH2:16][C:17]2[C:18]([Cl:24])=[CH:19][CH:20]=[CH:21][C:22]=2[Cl:23])=[N:13][C:14](=[O:15])[C:9]=1[O:8][CH2:1][C:2]1[CH:7]=[CH:6][CH:5]=[CH:4][CH:3]=1)=[O:27])([C:31]([CH3:34])([CH3:33])[CH3:32])([CH3:30])[CH3:29]. (8) Given the reactants Cl[C:2]1[C:7]([CH:8]=[O:9])=[C:6]([N:10]2[CH2:22][CH2:21][C:20]3[N:19]4[C:14]([CH2:15][CH2:16][CH2:17][CH2:18]4)=[C:13]([F:23])[C:12]=3[C:11]2=[O:24])[N:5]=[CH:4][CH:3]=1.[CH3:25][N:26]1[CH:31]=[C:30](B2OC(C)(C)C(C)(C)O2)[CH:29]=[C:28]([NH:41][C:42]2[CH:47]=[CH:46][C:45]([N:48]3[CH2:53][CH2:52][N:51]([CH:54]4[CH2:57][O:56][CH2:55]4)[CH2:50][C@@H:49]3[CH3:58])=[CH:44][N:43]=2)[C:27]1=[O:59].C([O-])(=O)C.[K+].[O-]P([O-])([O-])=O.[K+].[K+].[K+], predict the reaction product. The product is: [F:23][C:13]1[C:12]2[C:11](=[O:24])[N:10]([C:6]3[C:7]([CH:8]=[O:9])=[C:2]([C:30]4[CH:29]=[C:28]([NH:41][C:42]5[CH:47]=[CH:46][C:45]([N:48]6[CH2:53][CH2:52][N:51]([CH:54]7[CH2:55][O:56][CH2:57]7)[CH2:50][C@@H:49]6[CH3:58])=[CH:44][N:43]=5)[C:27](=[O:59])[N:26]([CH3:25])[CH:31]=4)[CH:3]=[CH:4][N:5]=3)[CH2:22][CH2:21][C:20]=2[N:19]2[C:14]=1[CH2:15][CH2:16][CH2:17][CH2:18]2. (9) Given the reactants [CH3:1][O:2][C:3]1[CH:4]=[CH:5][C:6]([CH3:10])=[N+:7]([O-])[CH:8]=1.C(O)C.[C:14]([O:17]C(=O)C)(=[O:16])[CH3:15], predict the reaction product. The product is: [CH3:1][O:2][C:3]1[CH:4]=[CH:5][C:6]([CH2:10][O:17][C:14](=[O:16])[CH3:15])=[N:7][CH:8]=1. (10) Given the reactants C(O[C:6](=O)[N:7](C)[C@@H:8]([C:20](=[O:34])[N:21]([CH3:33])[C@@H:22]([C:29](=[O:32])[NH:30][CH3:31])[CH2:23][C:24]1[S:25][CH:26]=[CH:27][CH:28]=1)[CH2:9][C:10]1[CH:19]=[CH:18][C:17]2[C:12](=[CH:13][CH:14]=[CH:15][CH:16]=2)[CH:11]=1)(C)(C)C.FC(F)(F)C(O)=O.O.C(=O)([O-])O.[Na+], predict the reaction product. The product is: [CH3:33][N:21]([C@@H:22]([C:29](=[O:32])[NH:30][CH3:31])[CH2:23][C:24]1[S:25][CH:26]=[CH:27][CH:28]=1)[C:20](=[O:34])[C@H:8]([NH:7][CH3:6])[CH2:9][C:10]1[CH:19]=[CH:18][C:17]2[C:12](=[CH:13][CH:14]=[CH:15][CH:16]=2)[CH:11]=1.